This data is from Full USPTO retrosynthesis dataset with 1.9M reactions from patents (1976-2016). The task is: Predict the reactants needed to synthesize the given product. Given the product [NH2:14][C:13]1[N:9]([CH2:8][CH2:7][F:6])[N:10]=[CH:11][C:12]=1[NH:15][C:24](=[O:23])[CH2:25][CH2:26][NH:27][C:28](=[O:34])[O:29][C:30]([CH3:31])([CH3:32])[CH3:33], predict the reactants needed to synthesize it. The reactants are: S(O)(O)(=O)=O.[F:6][CH2:7][CH2:8][N:9]1[C:13]([NH2:14])=[C:12]([NH2:15])[CH:11]=[N:10]1.O=C1CCC(=O)N1[O:23][C:24](=O)[CH2:25][CH2:26][NH:27][C:28](=[O:34])[O:29][C:30]([CH3:33])([CH3:32])[CH3:31].C(=O)([O-])O.[Na+].[Cl-].[Na+].